From a dataset of Forward reaction prediction with 1.9M reactions from USPTO patents (1976-2016). Predict the product of the given reaction. (1) The product is: [F:19][C:18]([F:21])([F:20])[C:17]1[CH:16]=[C:15]([CH2:14][OH:13])[O:3][N:2]=1. Given the reactants Cl.[NH2:2][OH:3].[OH-].[Na+].[Si]([O:13][CH2:14][C:15]#[C:16][C:17](=O)[C:18]([F:21])([F:20])[F:19])(C(C)(C)C)(C)C, predict the reaction product. (2) The product is: [C:1]1([C:7]2[C:11]([CH2:12][CH2:13][C@@H:14]([OH:24])[CH2:15][C@@H:16]([OH:23])[CH2:17][C:18]([O:20][CH2:21][CH3:22])=[O:19])=[C:10]([C:25]3[CH:26]=[CH:27][CH:28]=[CH:29][CH:30]=3)[N:9]([C:31]3[CH:36]=[CH:35][N:34]=[C:33]([NH:37][C:38]4[CH:39]=[CH:40][CH:41]=[CH:42][CH:43]=4)[N:32]=3)[N:8]=2)[CH:2]=[CH:3][CH:4]=[CH:5][CH:6]=1. Given the reactants [C:1]1([C:7]2[C:11](/[CH:12]=[CH:13]/[C@@H:14]([OH:24])[CH2:15][C@@H:16]([OH:23])[CH2:17][C:18]([O:20][CH2:21][CH3:22])=[O:19])=[C:10]([C:25]3[CH:30]=[CH:29][CH:28]=[CH:27][CH:26]=3)[N:9]([C:31]3[CH:36]=[CH:35][N:34]=[C:33]([NH:37][C:38]4[CH:43]=[CH:42][CH:41]=[CH:40][CH:39]=4)[N:32]=3)[N:8]=2)[CH:6]=[CH:5][CH:4]=[CH:3][CH:2]=1.C([O-])=O.[NH4+], predict the reaction product. (3) The product is: [CH3:15][O:14][C:9]1[CH:10]=[CH:11][CH:12]=[CH:13][C:8]=1[C:6]1[N:5]=[CH:4][N:3]=[C:2]([NH:16][NH2:17])[CH:7]=1. Given the reactants Cl[C:2]1[CH:7]=[C:6]([C:8]2[CH:13]=[CH:12][CH:11]=[CH:10][C:9]=2[O:14][CH3:15])[N:5]=[CH:4][N:3]=1.[NH2:16][NH2:17].C(=O)([O-])[O-].[K+].[K+], predict the reaction product. (4) Given the reactants [CH2:1]([C:8]1[CH:13]=[C:12]([CH3:14])[N:11]=[C:10]([NH:15][CH:16]2[CH2:21][CH2:20][N:19]([C:22]#[N:23])[CH2:18][CH2:17]2)[N:9]=1)[C:2]1[CH:7]=[CH:6][CH:5]=[CH:4][CH:3]=1.[C:24](=[N:27][OH:28])(N)[CH3:25], predict the reaction product. The product is: [CH2:1]([C:8]1[CH:13]=[C:12]([CH3:14])[N:11]=[C:10]([NH:15][CH:16]2[CH2:21][CH2:20][N:19]([C:22]3[O:28][N:27]=[C:24]([CH3:25])[N:23]=3)[CH2:18][CH2:17]2)[N:9]=1)[C:2]1[CH:3]=[CH:4][CH:5]=[CH:6][CH:7]=1. (5) Given the reactants [CH3:1]C(C)([O-])C.[K+].[Br:7][C:8]1[CH:13]=[CH:12][C:11]([C:14]2[O:18][N:17]=[C:16]([CH3:19])[C:15]=2[CH:20]=O)=[CH:10][CH:9]=1, predict the reaction product. The product is: [Br:7][C:8]1[CH:13]=[CH:12][C:11]([C:14]2[O:18][N:17]=[C:16]([CH3:19])[C:15]=2[CH:20]=[CH2:1])=[CH:10][CH:9]=1.